From a dataset of Peptide-MHC class II binding affinity with 134,281 pairs from IEDB. Regression. Given a peptide amino acid sequence and an MHC pseudo amino acid sequence, predict their binding affinity value. This is MHC class II binding data. (1) The peptide sequence is TLWQRPLVTIKIGGQLTEAL. The MHC is DRB1_0405 with pseudo-sequence DRB1_0405. The binding affinity (normalized) is 0.247. (2) The peptide sequence is KADLENPHPLEKKITQW. The MHC is DRB1_0405 with pseudo-sequence DRB1_0405. The binding affinity (normalized) is 0.